The task is: Predict the reactants needed to synthesize the given product.. This data is from Full USPTO retrosynthesis dataset with 1.9M reactions from patents (1976-2016). (1) The reactants are: [NH2:1][C:2]1[N:7]=[C:6](CC([O-])=O)C=[CH:4][CH:3]=1.[CH:12]([O:19][CH2:20][CH3:21])(OCC)OCC.[N-:22]=[N+:23]=[N-:24].[Na+].C(=O)(O)[O-:27].[Na+].[C:31](O)(=O)[CH3:32]. Given the product [N:7]1([C:2]2[N:1]=[C:32]([CH2:21][C:20]([O:19][CH3:12])=[O:27])[CH:31]=[CH:4][CH:3]=2)[CH:6]=[N:24][N:23]=[N:22]1, predict the reactants needed to synthesize it. (2) Given the product [C:19]([O:18][C:16]([NH:15][C@@H:9]1[C:8]2[C:13](=[CH:14][C:5]([C:3]([OH:4])=[O:2])=[C:6]([O:23][CH3:24])[CH:7]=2)[S:12][CH2:11][CH2:10]1)=[O:17])([CH3:22])([CH3:20])[CH3:21], predict the reactants needed to synthesize it. The reactants are: C[O:2][C:3]([C:5]1[CH:14]=[C:13]2[C:8]([C@@H:9]([NH:15][C:16]([O:18][C:19]([CH3:22])([CH3:21])[CH3:20])=[O:17])[CH2:10][CH2:11][S:12]2)=[CH:7][C:6]=1[O:23][CH3:24])=[O:4].C(=O)([O-])[O-].[K+].[K+]. (3) Given the product [F:8][C:4]1[CH:5]=[CH:6][CH:7]=[C:2]([F:1])[C:3]=1[N:9]1[C:14]2[N:15]=[C:16]([N:29]3[CH2:34][CH2:33][CH:32]([N:35]4[CH2:40][CH2:39][CH:38]([CH3:41])[CH2:37][CH2:36]4)[CH2:31][CH2:30]3)[N:17]=[C:18]([C:19]3[CH:20]=[C:21]([CH:25]=[CH:26][C:27]=3[CH3:28])[C:22]([NH:51][CH2:52][CH3:53])=[O:23])[C:13]=2[CH:12]=[CH:11][C:10]1=[O:42], predict the reactants needed to synthesize it. The reactants are: [F:1][C:2]1[CH:7]=[CH:6][CH:5]=[C:4]([F:8])[C:3]=1[N:9]1[C:14]2[N:15]=[C:16]([N:29]3[CH2:34][CH2:33][CH:32]([N:35]4[CH2:40][CH2:39][CH:38]([CH3:41])[CH2:37][CH2:36]4)[CH2:31][CH2:30]3)[N:17]=[C:18]([C:19]3[CH:20]=[C:21]([CH:25]=[CH:26][C:27]=3[CH3:28])[C:22](O)=[O:23])[C:13]=2[CH:12]=[CH:11][C:10]1=[O:42].CN(C(O[N:51]1N=N[C:53]2C=CC=C[C:52]1=2)=[N+](C)C)C.F[P-](F)(F)(F)(F)F.C(N(CC)CC)C.C(N)C. (4) Given the product [CH3:8][C:6]1[N:5]=[C:4]([NH2:9])[CH:3]=[C:2]([N:10]2[CH:14]=[CH:13][N:12]=[N:11]2)[CH:7]=1, predict the reactants needed to synthesize it. The reactants are: Cl[C:2]1[CH:7]=[C:6]([CH3:8])[N:5]=[C:4]([NH2:9])[CH:3]=1.[NH:10]1[CH:14]=[CH:13][N:12]=[N:11]1.CCN(C(C)C)C(C)C. (5) Given the product [Cl:37][C:38]1[CH:45]=[C:44]([F:46])[CH:43]=[CH:42][C:39]=1[CH2:40][NH:41][C:23]1[C:24]2[CH2:30][N:29]([C:31]([CH:33]3[CH2:35][CH2:34]3)=[O:32])[CH2:28][CH2:27][C:25]=2[N:26]=[C:21]([NH:47][CH2:48][CH2:49][NH:50][C:51]([O:53][C:54]([CH3:57])([CH3:56])[CH3:55])=[O:52])[N:22]=1, predict the reactants needed to synthesize it. The reactants are: Cl.ClC1N=C(Cl)C2CNCCC=2N=1.C1(C(Cl)=O)CC1.Cl[C:21]1[N:22]=[C:23](Cl)[C:24]2[CH2:30][N:29]([C:31]([CH:33]3[CH2:35][CH2:34]3)=[O:32])[CH2:28][CH2:27][C:25]=2[N:26]=1.[Cl:37][C:38]1[CH:45]=[C:44]([F:46])[CH:43]=[CH:42][C:39]=1[CH2:40][NH2:41].[NH2:47][CH2:48][CH2:49][NH:50][C:51]([O:53][C:54]([CH3:57])([CH3:56])[CH3:55])=[O:52]. (6) Given the product [CH2:47]([O:54][NH:55][C:10](=[O:12])[CH2:9][C@H:8]([OH:13])[CH2:7][O:6][C:5]1[CH:4]=[CH:3][C:2]([Br:1])=[CH:15][CH:14]=1)[C:48]1[CH:53]=[CH:52][CH:51]=[CH:50][CH:49]=1, predict the reactants needed to synthesize it. The reactants are: [Br:1][C:2]1[CH:15]=[CH:14][C:5]([O:6][CH2:7][C@@H:8]([OH:13])[CH2:9][C:10]([OH:12])=O)=[CH:4][CH:3]=1.CCN=C=NCCC[N+](C)(C)C.[I-].ON1C2C=CC=CC=2N=N1.CN1CCOCC1.Cl.[CH2:47]([O:54][NH2:55])[C:48]1[CH:53]=[CH:52][CH:51]=[CH:50][CH:49]=1.Cl. (7) Given the product [NH2:1][CH:2]([CH:6]1[CH2:15][CH2:14][C:13]2[C:8](=[CH:9][CH:10]=[C:11]([CH2:16][CH2:17][CH2:18][CH2:19][CH2:20][CH2:21][CH2:22][CH3:23])[CH:12]=2)[CH2:7]1)[CH2:3][OH:4], predict the reactants needed to synthesize it. The reactants are: [NH2:1][CH:2]([CH:6]1[CH2:15][CH2:14][C:13]2[C:8](=[CH:9][CH:10]=[C:11]([CH2:16][CH2:17][CH2:18][CH2:19][CH2:20][CH2:21][CH2:22][CH3:23])[CH:12]=2)[CH2:7]1)[C:3](O)=[O:4].[H-].[Al+3].[Li+].[H-].[H-].[H-].[OH-].[Na+]. (8) Given the product [F:1][C:2]1[C:7]([CH:8]=[N:35][OH:36])=[CH:6][CH:5]=[CH:4][C:3]=1[C:10]1[N:14]([S:15]([C:18]2[CH:19]=[N:20][CH:21]=[CH:22][CH:23]=2)(=[O:16])=[O:17])[CH:13]=[C:12]([CH2:24][N:25]([CH3:33])[C:26](=[O:32])[O:27][C:28]([CH3:31])([CH3:30])[CH3:29])[CH:11]=1, predict the reactants needed to synthesize it. The reactants are: [F:1][C:2]1[C:7]([CH:8]=O)=[CH:6][CH:5]=[CH:4][C:3]=1[C:10]1[N:14]([S:15]([C:18]2[CH:19]=[N:20][CH:21]=[CH:22][CH:23]=2)(=[O:17])=[O:16])[CH:13]=[C:12]([CH2:24][N:25]([CH3:33])[C:26](=[O:32])[O:27][C:28]([CH3:31])([CH3:30])[CH3:29])[CH:11]=1.Cl.[NH2:35][OH:36].C([O-])(=O)C.[Na+].C(=O)([O-])O.[Na+]. (9) Given the product [CH3:5][O:6][C:7]([C:8]1[C:13]([NH:14][C:15]2[CH:20]=[CH:19][C:18]([Br:21])=[CH:17][C:16]=2[Cl:22])=[C:12]([Cl:23])[C:11]2[N:10]([CH:2]=[CH:3][N:24]=2)[CH:9]=1)=[O:25], predict the reactants needed to synthesize it. The reactants are: Cl[CH2:2][CH:3]=O.[CH3:5][O:6][C:7](=[O:25])[C:8]1[C:13]([NH:14][C:15]2[CH:20]=[CH:19][C:18]([Br:21])=[CH:17][C:16]=2[Cl:22])=[C:12]([Cl:23])[C:11]([NH2:24])=[N:10][CH:9]=1.